From a dataset of Forward reaction prediction with 1.9M reactions from USPTO patents (1976-2016). Predict the product of the given reaction. (1) Given the reactants C(OC([N:8]1[CH2:13][CH2:12][CH2:11][C@H:10]([CH2:14][C:15]([O:17][CH2:18][CH3:19])=[O:16])[CH2:9]1)=O)(C)(C)C.FC(F)(F)C(O)=O, predict the reaction product. The product is: [NH:8]1[CH2:13][CH2:12][CH2:11][C@H:10]([CH2:14][C:15]([O:17][CH2:18][CH3:19])=[O:16])[CH2:9]1. (2) Given the reactants [CH3:1][N:2]1[C:6]2=[N:7][CH:8]=[CH:9][CH:10]=[C:5]2[N:4]=[C:3]1S(C)(=O)=O.[CH2:15]([N:17]1[C:25]2[C:20](=[N:21][CH:22]=[C:23]([O:26][CH3:27])[CH:24]=2)[N:19]([C:28]2[CH:33]=[CH:32][C:31]([OH:34])=[CH:30][CH:29]=2)[C:18]1=[O:35])[CH3:16].[H-].[Na+], predict the reaction product. The product is: [CH2:15]([N:17]1[C:25]2[C:20](=[N:21][CH:22]=[C:23]([O:26][CH3:27])[CH:24]=2)[N:19]([C:28]2[CH:33]=[CH:32][C:31]([O:34][C:3]3[N:2]([CH3:1])[C:6]4=[N:7][CH:8]=[CH:9][CH:10]=[C:5]4[N:4]=3)=[CH:30][CH:29]=2)[C:18]1=[O:35])[CH3:16]. (3) Given the reactants C(OC([NH:8][N:9]([C:24]([C:26]1[C:35](=[O:36])[C:34]2[C:29](=[CH:30][C:31]([Cl:37])=[CH:32][CH:33]=2)[NH:28][C:27]=1[C:38](N1CCCC1)=[O:39])=[O:25])[CH2:10][C:11]1[O:12][C:13]([C:16]2[CH:21]=[CH:20][C:19]([O:22][CH3:23])=[CH:18][CH:17]=2)=[N:14][N:15]=1)=O)(C)(C)C.CS(O)(=O)=O.C(OCC)C.O, predict the reaction product. The product is: [Cl:37][C:31]1[CH:32]=[CH:33][C:34]2[C:35](=[O:36])[C:26]3[C:24](=[O:25])[N:9]([CH2:10][C:11]4[O:12][C:13]([C:16]5[CH:21]=[CH:20][C:19]([O:22][CH3:23])=[CH:18][CH:17]=5)=[N:14][N:15]=4)[N:8]=[C:38]([OH:39])[C:27]=3[NH:28][C:29]=2[CH:30]=1. (4) Given the reactants [N+:1]([C:4]1[CH:5]=[C:6]([CH:19]=[CH:20][C:21]=1[N+:22]([O-])=O)[NH:7][C:8]([C:10]1[NH:11][C:12]2[C:17]([CH:18]=1)=[CH:16][CH:15]=[CH:14][CH:13]=2)=[O:9])([O-])=O.[CH:25](=O)[C:26]1[CH:31]=[CH:30][CH:29]=[CH:28][CH:27]=1, predict the reaction product. The product is: [C:26]1([C:25]2[NH:22][C:21]3[CH:20]=[CH:19][C:6]([NH:7][C:8]([C:10]4[NH:11][C:12]5[C:17]([CH:18]=4)=[CH:16][CH:15]=[CH:14][CH:13]=5)=[O:9])=[CH:5][C:4]=3[N:1]=2)[CH:31]=[CH:30][CH:29]=[CH:28][CH:27]=1. (5) Given the reactants CC1C=CC=CC=1P(C1C=CC=CC=1C)C1C=CC=CC=1C.[C:23](=[O:26])([O-])[O-].[Na+].[Na+].Cl[C:30]1[N:40]=[CH:39][CH:38]=[CH:37][C:31]=1[C:32]([O:34][CH2:35][CH3:36])=[O:33].[C:41]([C:43]1[CH:44]=[C:45](B(O)O)[CH:46]=[CH:47][C:48]=1[O:49][CH2:50]OC)#[N:42], predict the reaction product. The product is: [C:41]([C:43]1[C:44]([O:26][CH3:23])=[C:45]([C:30]2[N:40]=[CH:39][CH:38]=[CH:37][C:31]=2[C:32]([O:34][CH2:35][CH3:36])=[O:33])[CH:46]=[CH:47][C:48]=1[O:49][CH3:50])#[N:42]. (6) Given the reactants [H-].[Al+3].[Li+].[H-].[H-].[H-].[CH3:7][O:8][C:9]1[CH:14]=[CH:13][C:12]([CH2:15][CH2:16][CH2:17][CH2:18][N:19]=[N+]=[N-])=[CH:11][CH:10]=1.O, predict the reaction product. The product is: [CH3:7][O:8][C:9]1[CH:14]=[CH:13][C:12]([CH2:15][CH2:16][CH2:17][CH2:18][NH2:19])=[CH:11][CH:10]=1.